Dataset: Forward reaction prediction with 1.9M reactions from USPTO patents (1976-2016). Task: Predict the product of the given reaction. (1) Given the reactants [CH3:1][C:2]1[O:8][CH:7]=[CH:6][C:4](=[O:5])[C:3]=1[OH:9].C([O-])([O-])=O.[K+].[K+].Br[CH2:17][C:18]1[CH:23]=[CH:22][C:21]([B:24]2[O:32][C:29]([CH3:31])([CH3:30])[C:26]([CH3:28])([CH3:27])[O:25]2)=[CH:20][CH:19]=1, predict the reaction product. The product is: [CH3:1][C:2]1[O:8][CH:7]=[CH:6][C:4](=[O:5])[C:3]=1[O:9][CH2:17][C:18]1[CH:19]=[CH:20][C:21]([B:24]2[O:25][C:26]([CH3:28])([CH3:27])[C:29]([CH3:31])([CH3:30])[O:32]2)=[CH:22][CH:23]=1. (2) Given the reactants [Br:1][C:2]1[S:6][C:5]([C:7]([NH:9][NH2:10])=[O:8])=[N:4][C:3]=1[CH2:11][CH:12]1[CH2:17][CH2:16][CH2:15][CH2:14][CH2:13]1.C([O-])(O)=O.[Na+].N1C=CC=[CH:25][CH:24]=1.O(S(C(F)(F)F)(=O)=O)S(C(F)(F)F)(=O)=O, predict the reaction product. The product is: [Br:1][C:2]1[S:6][C:5]([C:7]2[O:8][C:24]([CH3:25])=[N:10][N:9]=2)=[N:4][C:3]=1[CH2:11][CH:12]1[CH2:17][CH2:16][CH2:15][CH2:14][CH2:13]1. (3) Given the reactants [CH2:1]([N:3]([CH2:14][CH3:15])[C:4]1[N:9]=[C:8]([C:10]([OH:12])=O)[CH:7]=[C:6]([CH3:13])[N:5]=1)[CH3:2].CCN(C(C)C)C(C)C.CN(C(ON1N=NC2C=CC=CC1=2)=[N+](C)C)C.[B-](F)(F)(F)F.O[NH:48][C:49](=[NH:59])[C:50]1[CH:55]=[CH:54][C:53]([CH2:56][CH2:57][OH:58])=[CH:52][CH:51]=1, predict the reaction product. The product is: [CH2:14]([N:3]([CH2:1][CH3:2])[C:4]1[N:9]=[C:8]([C:10]2[O:12][N:59]=[C:49]([C:50]3[CH:55]=[CH:54][C:53]([CH2:56][CH2:57][OH:58])=[CH:52][CH:51]=3)[N:48]=2)[CH:7]=[C:6]([CH3:13])[N:5]=1)[CH3:15]. (4) Given the reactants [CH2:1]([N:7]([CH2:16][CH2:17][CH2:18][CH2:19][CH2:20][CH3:21])[C:8]1[CH:13]=[CH:12][C:11]([CH:14]=O)=[CH:10][CH:9]=1)[CH2:2][CH2:3][CH2:4][CH2:5][CH3:6].[Na+].[Cl-].[CH2:24]1COCC1, predict the reaction product. The product is: [CH2:1]([N:7]([CH2:16][CH2:17][CH2:18][CH2:19][CH2:20][CH3:21])[C:8]1[CH:13]=[CH:12][C:11]([CH:14]=[CH2:24])=[CH:10][CH:9]=1)[CH2:2][CH2:3][CH2:4][CH2:5][CH3:6].